This data is from Catalyst prediction with 721,799 reactions and 888 catalyst types from USPTO. The task is: Predict which catalyst facilitates the given reaction. (1) Reactant: Cl[C:2]1[N:10]([CH2:11][C:12]2[CH:19]=[CH:18][CH:17]=[CH:16][C:13]=2[C:14]#[N:15])[C:9]2[C:8](=[O:20])[N:7]([CH3:21])[C:6](=[O:22])[N:5]([CH3:23])[C:4]=2[N:3]=1.Cl.Cl.[NH2:26][CH:27]1[CH2:32][CH2:31][CH2:30][NH:29][CH2:28]1.C(N(CC)CC)C. Product: [NH2:26][CH:27]1[CH2:32][CH2:31][CH2:30][N:29]([C:2]2[N:10]([CH2:11][C:12]3[CH:19]=[CH:18][CH:17]=[CH:16][C:13]=3[C:14]#[N:15])[C:9]3[C:8](=[O:20])[N:7]([CH3:21])[C:6](=[O:22])[N:5]([CH3:23])[C:4]=3[N:3]=2)[CH2:28]1. The catalyst class is: 41. (2) Reactant: [Cl:1][C:2]1[CH:3]=[C:4]([CH:16]=[CH:17][C:18]=1[Cl:19])[CH2:5][C:6]1[O:10][N:9]=[C:8]([C:11]([O:13]CC)=[O:12])[CH:7]=1.C(O)C.[OH-].[Na+]. Product: [Cl:1][C:2]1[CH:3]=[C:4]([CH:16]=[CH:17][C:18]=1[Cl:19])[CH2:5][C:6]1[O:10][N:9]=[C:8]([C:11]([OH:13])=[O:12])[CH:7]=1. The catalyst class is: 6. (3) Reactant: [Li]CCCC.C(=O)=O.CC(C)=O.Br[C:14]1[CH:19]=[CH:18][CH:17]=[C:16]([Br:20])[N:15]=1.[CH3:21][C:22]([Si:25]([CH3:31])([CH3:30])[O:26][CH2:27][CH:28]=[O:29])([CH3:24])[CH3:23].CC(O)=O. Product: [Br:20][C:16]1[N:15]=[C:14]([CH:28]([OH:29])[CH2:27][O:26][Si:25]([C:22]([CH3:23])([CH3:21])[CH3:24])([CH3:30])[CH3:31])[CH:19]=[CH:18][CH:17]=1. The catalyst class is: 36. (4) Reactant: [Br:1][C:2]1[CH:7]=[CH:6][CH:5]=[C:4](Br)[C:3]=1[Cl:9].C([Li])CCC.[CH3:15][S:16]SC.O. Product: [Br:1][C:2]1[CH:7]=[CH:6][CH:5]=[C:4]([S:16][CH3:15])[C:3]=1[Cl:9]. The catalyst class is: 27. (5) Reactant: [CH3:1][CH:2]1[C:13]2[C:14]3[C:6](=[CH:7][N:8]([S:23]([C:26]4[CH:31]=[CH:30][CH:29]=[CH:28][CH:27]=4)(=[O:25])=[O:24])[C:9]=3[CH:10]=[CH:11][C:12]=2OS(C(F)(F)F)(=O)=O)[CH2:5][CH2:4][N:3]1C(OC(C)(C)C)=O.N#N.C([O-])=O.[NH4+]. Product: [CH3:1][CH:2]1[C:13]2[C:14]3[C:6](=[CH:7][N:8]([S:23]([C:26]4[CH:31]=[CH:30][CH:29]=[CH:28][CH:27]=4)(=[O:25])=[O:24])[C:9]=3[CH:10]=[CH:11][CH:12]=2)[CH2:5][CH2:4][NH:3]1. The catalyst class is: 19.